Task: Binary Classification. Given a T-cell receptor sequence (or CDR3 region) and an epitope sequence, predict whether binding occurs between them.. Dataset: TCR-epitope binding with 47,182 pairs between 192 epitopes and 23,139 TCRs (1) The epitope is GLIYNRMGAVTTEV. The TCR CDR3 sequence is CASSYSGVNTEAFF. Result: 0 (the TCR does not bind to the epitope). (2) The epitope is PKYVKQNTLKLAT. The TCR CDR3 sequence is CASSQDDPLLADTQYF. Result: 0 (the TCR does not bind to the epitope). (3) The epitope is SQASSRSSSR. The TCR CDR3 sequence is CASSLWGSLAGVYNEQFF. Result: 0 (the TCR does not bind to the epitope).